This data is from Reaction yield outcomes from USPTO patents with 853,638 reactions. The task is: Predict the reaction yield, written as a fraction of the theoretical maximum amount of product (1.0 means a 100% yield; for example, 0.34 means a 34% yield). (1) The reactants are [CH3:1][N:2]1[CH:11]=[CH:10][C:9]2[C:4](=[CH:5][CH:6]=[C:7](B3OC(C)(C)C(C)(C)O3)[CH:8]=2)[C:3]1=[O:21].Br[C:23]1[CH:28]=[CH:27][CH:26]=[CH:25][N:24]=1.C([O-])(O)=O.[Na+]. The catalyst is CS(C)=O.C1C=CC(P(C2C=CC=CC=2)[C-]2C=CC=C2)=CC=1.C1C=CC(P(C2C=CC=CC=2)[C-]2C=CC=C2)=CC=1.Cl[Pd]Cl.[Fe+2]. The product is [CH3:1][N:2]1[CH:11]=[CH:10][C:9]2[C:4](=[CH:5][CH:6]=[C:7]([C:23]3[CH:28]=[CH:27][CH:26]=[CH:25][N:24]=3)[CH:8]=2)[C:3]1=[O:21]. The yield is 0.460. (2) The reactants are [NH2:1][C:2]1[N:7]=[C:6]([NH2:8])[C:5]([CH2:9][C:10]2[CH:18]=[C:17]3[C:13]([C:14]([CH2:21]N4CCOCC4)=[CH:15][N:16]3[CH2:19][CH3:20])=[C:12]([O:28][S:29]([CH:32]([CH3:34])[CH3:33])(=[O:31])=[O:30])[CH:11]=2)=[CH:4][N:3]=1.Cl. The catalyst is CO.[Pd]. The product is [NH2:1][C:2]1[N:7]=[C:6]([NH2:8])[C:5]([CH2:9][C:10]2[CH:18]=[C:17]3[C:13]([C:14]([CH3:21])=[CH:15][N:16]3[CH2:19][CH3:20])=[C:12]([O:28][S:29]([CH:32]([CH3:33])[CH3:34])(=[O:31])=[O:30])[CH:11]=2)=[CH:4][N:3]=1. The yield is 0.280. (3) The catalyst is O1CCOCC1.[Cl-].[Na+].O.Cl[Pd]Cl.C1(P(C2C=CC=CC=2)[C-]2C=CC=C2)C=CC=CC=1.[C-]1(P(C2C=CC=CC=2)C2C=CC=CC=2)C=CC=C1.[Fe+2]. The yield is 0.180. The product is [CH3:11][C:9]1[CH:10]=[C:6]2[N:5]=[C:4]([NH2:12])[CH:3]=[C:2]([C:13]3[CH:18]=[CH:17][CH:16]=[CH:15][CH:14]=3)[N:7]2[N:8]=1. The reactants are Cl[C:2]1[N:7]2[N:8]=[C:9]([CH3:11])[CH:10]=[C:6]2[N:5]=[C:4]([NH2:12])[CH:3]=1.[C:13]1(B(O)O)[CH:18]=[CH:17][CH:16]=[CH:15][CH:14]=1.C([O-])(O)=O.[Na+].